From a dataset of NCI-60 drug combinations with 297,098 pairs across 59 cell lines. Regression. Given two drug SMILES strings and cell line genomic features, predict the synergy score measuring deviation from expected non-interaction effect. (1) Drug 1: C1CC(=O)NC(=O)C1N2CC3=C(C2=O)C=CC=C3N. Drug 2: CC1=C(C(=O)C2=C(C1=O)N3CC4C(C3(C2COC(=O)N)OC)N4)N. Cell line: SK-OV-3. Synergy scores: CSS=12.5, Synergy_ZIP=-3.22, Synergy_Bliss=6.24, Synergy_Loewe=6.03, Synergy_HSA=6.44. (2) Drug 1: C1CCC(C1)C(CC#N)N2C=C(C=N2)C3=C4C=CNC4=NC=N3. Drug 2: C1C(C(OC1N2C=NC3=C2NC=NCC3O)CO)O. Cell line: RXF 393. Synergy scores: CSS=13.4, Synergy_ZIP=-3.78, Synergy_Bliss=4.24, Synergy_Loewe=4.53, Synergy_HSA=4.89. (3) Drug 1: C1C(C(OC1N2C=C(C(=O)NC2=O)F)CO)O. Drug 2: C1CC(=O)NC(=O)C1N2C(=O)C3=CC=CC=C3C2=O. Cell line: HOP-62. Synergy scores: CSS=3.93, Synergy_ZIP=1.41, Synergy_Bliss=4.12, Synergy_Loewe=-4.66, Synergy_HSA=0.527. (4) Drug 1: C1C(C(OC1N2C=NC3=C(N=C(N=C32)Cl)N)CO)O. Drug 2: CC1=C(C(=CC=C1)Cl)NC(=O)C2=CN=C(S2)NC3=CC(=NC(=N3)C)N4CCN(CC4)CCO. Cell line: NCI-H226. Synergy scores: CSS=4.29, Synergy_ZIP=-1.15, Synergy_Bliss=0.650, Synergy_Loewe=-1.84, Synergy_HSA=-1.25. (5) Drug 2: CC1C(C(CC(O1)OC2CC(CC3=C2C(=C4C(=C3O)C(=O)C5=C(C4=O)C(=CC=C5)OC)O)(C(=O)CO)O)N)O.Cl. Cell line: MDA-MB-231. Synergy scores: CSS=40.2, Synergy_ZIP=-5.93, Synergy_Bliss=-9.42, Synergy_Loewe=4.24, Synergy_HSA=-4.42. Drug 1: C1=CC(=CC=C1CCC2=CNC3=C2C(=O)NC(=N3)N)C(=O)NC(CCC(=O)O)C(=O)O. (6) Drug 1: COC1=NC(=NC2=C1N=CN2C3C(C(C(O3)CO)O)O)N. Drug 2: CC12CCC3C(C1CCC2OP(=O)(O)O)CCC4=C3C=CC(=C4)OC(=O)N(CCCl)CCCl.[Na+]. Cell line: MDA-MB-435. Synergy scores: CSS=2.92, Synergy_ZIP=-1.07, Synergy_Bliss=0.163, Synergy_Loewe=-2.99, Synergy_HSA=-2.08. (7) Drug 1: CC1=C2C(C(=O)C3(C(CC4C(C3C(C(C2(C)C)(CC1OC(=O)C(C(C5=CC=CC=C5)NC(=O)OC(C)(C)C)O)O)OC(=O)C6=CC=CC=C6)(CO4)OC(=O)C)O)C)O. Drug 2: C1CC(=O)NC(=O)C1N2C(=O)C3=CC=CC=C3C2=O. Cell line: OVCAR-4. Synergy scores: CSS=10.4, Synergy_ZIP=-3.45, Synergy_Bliss=-4.11, Synergy_Loewe=-23.6, Synergy_HSA=-4.56. (8) Drug 1: C1=CC(=CC=C1CCC2=CNC3=C2C(=O)NC(=N3)N)C(=O)NC(CCC(=O)O)C(=O)O. Drug 2: CC1C(C(CC(O1)OC2CC(CC3=C2C(=C4C(=C3O)C(=O)C5=C(C4=O)C(=CC=C5)OC)O)(C(=O)C)O)N)O.Cl. Cell line: RXF 393. Synergy scores: CSS=13.0, Synergy_ZIP=-6.17, Synergy_Bliss=-0.599, Synergy_Loewe=1.37, Synergy_HSA=2.59. (9) Drug 1: C1CC(=O)NC(=O)C1N2CC3=C(C2=O)C=CC=C3N. Drug 2: CCN(CC)CCNC(=O)C1=C(NC(=C1C)C=C2C3=C(C=CC(=C3)F)NC2=O)C. Cell line: RXF 393. Synergy scores: CSS=-0.788, Synergy_ZIP=-0.446, Synergy_Bliss=-0.253, Synergy_Loewe=-1.32, Synergy_HSA=-1.29.